This data is from Full USPTO retrosynthesis dataset with 1.9M reactions from patents (1976-2016). The task is: Predict the reactants needed to synthesize the given product. (1) The reactants are: [NH2:1][C:2]1[CH:10]=[C:9]([F:11])[CH:8]=[CH:7][C:3]=1[C:4]([OH:6])=O.[N:12]1C=C[CH:15]=[CH:14][CH:13]=1.C(Cl)(=O)CC.O.[NH2:24]N. Given the product [NH2:24][N:12]1[C:4](=[O:6])[C:3]2[C:2](=[CH:10][C:9]([F:11])=[CH:8][CH:7]=2)[N:1]=[C:13]1[CH2:14][CH3:15], predict the reactants needed to synthesize it. (2) Given the product [ClH:26].[ClH:26].[F:21][C@H:10]([CH2:11][CH2:12][NH2:13])[C@@H:9]([C:22]([OH:24])=[O:23])[NH2:8], predict the reactants needed to synthesize it. The reactants are: C(OC([NH:8][C@H:9]([C:22]([O:24]C)=[O:23])[C@H:10]([F:21])[CH2:11][CH2:12][NH:13]C(OC(C)(C)C)=O)=O)(C)(C)C.[ClH:26]. (3) Given the product [CH3:31][C:28]1[N:27]=[C:26]([C:23]2[N:22]=[N:21][C:20]([N:15]3[CH2:14][CH2:13][C:11]4([O:10][CH2:9][C:8](=[O:18])[N:7]([C:1]5[CH:2]=[CH:3][CH:4]=[CH:5][CH:6]=5)[CH2:12]4)[CH2:17][CH2:16]3)=[CH:25][CH:24]=2)[S:30][N:29]=1, predict the reactants needed to synthesize it. The reactants are: [C:1]1([N:7]2[CH2:12][C:11]3([CH2:17][CH2:16][NH:15][CH2:14][CH2:13]3)[O:10][CH2:9][C:8]2=[O:18])[CH:6]=[CH:5][CH:4]=[CH:3][CH:2]=1.Cl[C:20]1[N:21]=[N:22][C:23]([C:26]2[S:30][N:29]=[C:28]([CH3:31])[N:27]=2)=[CH:24][CH:25]=1.C(=O)([O-])[O-].[K+].[K+]. (4) Given the product [Cl-:2].[C:6]([O:8][CH2:9][N+:10]1([CH3:31])[CH2:11][CH2:12][N:13]([C:16]2[C:17]3[CH:29]=[C:28]([CH3:30])[S:27][C:18]=3[NH:19][C:20]3[CH:26]=[CH:25][CH:24]=[CH:23][C:21]=3[N:22]=2)[CH2:14][CH2:15]1)(=[O:7])[CH2:5][CH2:32][CH2:33][CH2:34][CH2:35][CH2:36][CH2:37][CH2:38][CH2:39][CH2:40][CH3:41], predict the reactants needed to synthesize it. The reactants are: [I-].[Cl-:2].[I-].C[C:5](C)([CH2:32][CH2:33][CH2:34][CH2:35][CH2:36][CH2:37][CH2:38][CH2:39][CH2:40][CH2:41]CC)[C:6]([O:8][CH2:9][N+:10]1([CH3:31])[CH2:15][CH2:14][N:13]([C:16]2[C:17]3[CH:29]=[C:28]([CH3:30])[S:27][C:18]=3[NH:19][C:20]3[CH:26]=[CH:25][CH:24]=[CH:23][C:21]=3[N:22]=2)[CH2:12][CH2:11]1)=[O:7].[I-].C(OC[N+]1(C)CCN(C2C3C=C(C)SC=3NC3C=CC=CC=3N=2)CC1)(=O)CCCCCCCCCCC.